From a dataset of Catalyst prediction with 721,799 reactions and 888 catalyst types from USPTO. Predict which catalyst facilitates the given reaction. (1) Reactant: [Cl:1][C:2]1[C:7]2[CH:8]=[C:9]([C:11]3[O:15][N:14]=[C:13]([CH2:16][O:17]C4CCNCC4)[N:12]=3)[O:10][C:6]=2[CH:5]=[CH:4][N:3]=1.Br[C:25]1[N:30]=[CH:29][CH:28]=[CH:27][N:26]=1.[CH2:31]1[CH2:41][CH2:40][N:39]2C(=NC[CH2:37][CH2:38]2)CC1. Product: [Cl:1][C:2]1[C:7]2[CH:8]=[C:9]([C:11]3[O:15][N:14]=[C:13]([CH:16]([O:17][N:39]4[CH2:38][CH2:37][CH2:31][CH2:41][CH2:40]4)[C:25]4[N:30]=[CH:29][CH:28]=[CH:27][N:26]=4)[N:12]=3)[O:10][C:6]=2[CH:5]=[CH:4][N:3]=1. The catalyst class is: 12. (2) Reactant: [NH:1]1[CH2:6][CH2:5][C:4](=[O:7])[CH2:3][CH2:2]1.O[C:9]1[CH:17]=[CH:16][C:15]([CH3:18])=[CH:14][C:10]=1[C:11]([NH2:13])=[O:12].N1CCOCC1. Product: [CH3:18][C:15]1[CH:16]=[CH:17][C:9]2[O:7][C:4]3([CH2:5][CH2:6][NH:1][CH2:2][CH2:3]3)[NH:13][C:11](=[O:12])[C:10]=2[CH:14]=1. The catalyst class is: 125. (3) Reactant: [CH2:1]([C:3]1[C:11]2[C:6](=[CH:7][CH:8]=[CH:9][C:10]=2[NH:12][C:13]([C:15]2[N:19]3[CH:20]=[CH:21][C:22]([O:24][CH2:25][C@@H:26]4[C@@H:30]([OH:31])[CH2:29][CH2:28][NH:27]4)=[CH:23][C:18]3=[N:17][CH:16]=2)=[O:14])[N:5]([CH2:32][C:33]2[CH:38]=[CH:37][CH:36]=[C:35]([CH3:39])[N:34]=2)[N:4]=1)[CH3:2].C=O.[BH-](OC(C)=O)(OC(C)=O)O[C:44](C)=O.[Na+]. Product: [CH2:1]([C:3]1[C:11]2[C:6](=[CH:7][CH:8]=[CH:9][C:10]=2[NH:12][C:13]([C:15]2[N:19]3[CH:20]=[CH:21][C:22]([O:24][CH2:25][C@@H:26]4[C@@H:30]([OH:31])[CH2:29][CH2:28][N:27]4[CH3:44])=[CH:23][C:18]3=[N:17][CH:16]=2)=[O:14])[N:5]([CH2:32][C:33]2[CH:38]=[CH:37][CH:36]=[C:35]([CH3:39])[N:34]=2)[N:4]=1)[CH3:2]. The catalyst class is: 5.